From a dataset of Catalyst prediction with 721,799 reactions and 888 catalyst types from USPTO. Predict which catalyst facilitates the given reaction. Reactant: Cl[C:2]1[CH:3]=[CH:4][C:5]2[C:6]([N:11]=1)=[N:7][CH:8]=[CH:9][N:10]=2.[CH:12]([Sn](CCCC)(CCCC)CCCC)=[CH2:13]. The catalyst class is: 1. Product: [CH:12]([C:2]1[CH:3]=[CH:4][C:5]2[C:6]([N:11]=1)=[N:7][CH:8]=[CH:9][N:10]=2)=[CH2:13].